Dataset: Forward reaction prediction with 1.9M reactions from USPTO patents (1976-2016). Task: Predict the product of the given reaction. The product is: [F:1][C:2]1[CH:3]=[C:4]([NH:18][C:36]([NH:35][C:33](=[O:34])[CH2:32][C:26]2[CH:27]=[CH:28][CH:29]=[CH:30][CH:31]=2)=[S:37])[CH:5]=[CH:6][C:7]=1[O:8][C:9]1[C:10]2[CH:17]=[CH:16][NH:15][C:11]=2[N:12]=[CH:13][N:14]=1. Given the reactants [F:1][C:2]1[CH:3]=[C:4]([NH2:18])[CH:5]=[CH:6][C:7]=1[O:8][C:9]1[C:10]2[CH:17]=[CH:16][NH:15][C:11]=2[N:12]=[CH:13][N:14]=1.C1(C)C=CC=CC=1.[C:26]1([CH2:32][C:33]([N:35]=[C:36]=[S:37])=[O:34])[CH:31]=[CH:30][CH:29]=[CH:28][CH:27]=1, predict the reaction product.